Dataset: Full USPTO retrosynthesis dataset with 1.9M reactions from patents (1976-2016). Task: Predict the reactants needed to synthesize the given product. (1) Given the product [C:17]([O:20][CH2:21][C:22]1[C:23]([N:31]2[CH2:42][CH2:41][N:40]3[C:33](=[CH:34][C:35]4[CH2:36][C:37]([CH3:44])([CH3:43])[CH2:38][C:39]=43)[C:32]2=[O:45])=[N:24][CH:25]=[CH:26][C:27]=1[C:2]1[CH:3]=[C:4]([NH:10][C:11]2[CH:16]=[N:15][CH:14]=[CH:13][N:12]=2)[C:5](=[O:9])[N:6]([CH3:8])[CH:7]=1)(=[O:19])[CH3:18], predict the reactants needed to synthesize it. The reactants are: Br[C:2]1[CH:3]=[C:4]([NH:10][C:11]2[CH:16]=[N:15][CH:14]=[CH:13][N:12]=2)[C:5](=[O:9])[N:6]([CH3:8])[CH:7]=1.[C:17]([O:20][CH2:21][C:22]1[C:23]([N:31]2[CH2:42][CH2:41][N:40]3[C:33](=[CH:34][C:35]4[CH2:36][C:37]([CH3:44])([CH3:43])[CH2:38][C:39]=43)[C:32]2=[O:45])=[N:24][CH:25]=[CH:26][C:27]=1B(O)O)(=[O:19])[CH3:18].[O-]P([O-])([O-])=O.[K+].[K+].[K+].O.O.O.C([O-])(=O)C.[Na+]. (2) Given the product [Cl:19][C:20]1[CH:21]=[CH:22][C:23]([C:26]2[N:27]=[N:28][C:29]([C:32]#[CH:33])=[CH:30][CH:31]=2)=[CH:24][CH:25]=1, predict the reactants needed to synthesize it. The reactants are: CCCC[N+](CCCC)(CCCC)CCCC.[F-].[Cl:19][C:20]1[CH:25]=[CH:24][C:23]([C:26]2[N:27]=[N:28][C:29]([C:32]#[C:33][Si](C)(C)C)=[CH:30][CH:31]=2)=[CH:22][CH:21]=1.